This data is from Forward reaction prediction with 1.9M reactions from USPTO patents (1976-2016). The task is: Predict the product of the given reaction. (1) Given the reactants [CH3:1][C:2]1[CH:3]=[N:4][C:5]([CH2:11][S+:12]([O-:24])[C:13]2[NH:14][C:15]3[CH:16]=[CH:17][C:18]([O:22][CH3:23])=[CH:19][C:20]=3[N:21]=2)=[C:6]([CH3:10])[C:7]=1[O:8][CH3:9].C1(C(C2C=CC=CC=2)(O)[C@H](C2C=CC=CC=2)O)C=CC=CC=1, predict the reaction product. The product is: [CH3:1][C:2]1[C:7]([O:8][CH3:9])=[C:6]([CH3:10])[C:5]([CH2:11][S@@:12]([C:13]2[NH:21][C:20]3[CH:19]=[C:18]([O:22][CH3:23])[CH:17]=[CH:16][C:15]=3[N:14]=2)=[O:24])=[N:4][CH:3]=1. (2) Given the reactants [Cl:1][O-].[Na+].[NH:4]1[C:8]([C:9]([O:11][CH2:12][CH3:13])=[O:10])=[CH:7][C:6]([C:14]([O:16][CH2:17][CH3:18])=[O:15])=[N:5]1, predict the reaction product. The product is: [CH2:12]([O:11][C:9]([C:8]1[C:7]([Cl:1])=[C:6]([C:14]([O:16][CH2:17][CH3:18])=[O:15])[NH:5][N:4]=1)=[O:10])[CH3:13].